The task is: Regression. Given a peptide amino acid sequence and an MHC pseudo amino acid sequence, predict their binding affinity value. This is MHC class I binding data.. This data is from Peptide-MHC class I binding affinity with 185,985 pairs from IEDB/IMGT. (1) The peptide sequence is GPATAQMAL. The MHC is HLA-B46:01 with pseudo-sequence HLA-B46:01. The binding affinity (normalized) is 0.0847. (2) The peptide sequence is CVFKFIVAK. The MHC is HLA-B35:01 with pseudo-sequence HLA-B35:01. The binding affinity (normalized) is 0.0847.